Dataset: NCI-60 drug combinations with 297,098 pairs across 59 cell lines. Task: Regression. Given two drug SMILES strings and cell line genomic features, predict the synergy score measuring deviation from expected non-interaction effect. (1) Drug 1: C1C(C(OC1N2C=NC3=C(N=C(N=C32)Cl)N)CO)O. Drug 2: CC1C(C(CC(O1)OC2CC(CC3=C2C(=C4C(=C3O)C(=O)C5=CC=CC=C5C4=O)O)(C(=O)C)O)N)O. Cell line: LOX IMVI. Synergy scores: CSS=44.9, Synergy_ZIP=-3.99, Synergy_Bliss=-4.81, Synergy_Loewe=-14.7, Synergy_HSA=-2.76. (2) Drug 1: CN1CCC(CC1)COC2=C(C=C3C(=C2)N=CN=C3NC4=C(C=C(C=C4)Br)F)OC. Drug 2: CC1=CC2C(CCC3(C2CCC3(C(=O)C)OC(=O)C)C)C4(C1=CC(=O)CC4)C. Cell line: KM12. Synergy scores: CSS=-7.93, Synergy_ZIP=7.13, Synergy_Bliss=-6.43, Synergy_Loewe=-8.34, Synergy_HSA=-9.43. (3) Drug 1: COC1=CC(=CC(=C1O)OC)C2C3C(COC3=O)C(C4=CC5=C(C=C24)OCO5)OC6C(C(C7C(O6)COC(O7)C8=CC=CS8)O)O. Drug 2: C1=CC=C(C=C1)NC(=O)CCCCCCC(=O)NO. Cell line: TK-10. Synergy scores: CSS=34.9, Synergy_ZIP=-1.38, Synergy_Bliss=2.94, Synergy_Loewe=4.59, Synergy_HSA=6.34. (4) Drug 1: CCC(=C(C1=CC=CC=C1)C2=CC=C(C=C2)OCCN(C)C)C3=CC=CC=C3.C(C(=O)O)C(CC(=O)O)(C(=O)O)O. Drug 2: CC12CCC3C(C1CCC2O)C(CC4=C3C=CC(=C4)O)CCCCCCCCCS(=O)CCCC(C(F)(F)F)(F)F. Cell line: NCI/ADR-RES. Synergy scores: CSS=13.2, Synergy_ZIP=-4.28, Synergy_Bliss=-4.46, Synergy_Loewe=-5.48, Synergy_HSA=-2.25. (5) Drug 1: CCN(CC)CCCC(C)NC1=C2C=C(C=CC2=NC3=C1C=CC(=C3)Cl)OC. Drug 2: C1C(C(OC1N2C=NC(=NC2=O)N)CO)O. Cell line: SK-OV-3. Synergy scores: CSS=1.56, Synergy_ZIP=-1.17, Synergy_Bliss=5.01, Synergy_Loewe=-2.54, Synergy_HSA=0.185. (6) Drug 2: COC1=C2C(=CC3=C1OC=C3)C=CC(=O)O2. Cell line: SW-620. Synergy scores: CSS=11.1, Synergy_ZIP=-6.70, Synergy_Bliss=-1.78, Synergy_Loewe=-9.17, Synergy_HSA=-1.92. Drug 1: C1=NC2=C(N1)C(=S)N=C(N2)N. (7) Drug 1: C1CCC(C1)C(CC#N)N2C=C(C=N2)C3=C4C=CNC4=NC=N3. Drug 2: C1=CC(=CC=C1CC(C(=O)O)N)N(CCCl)CCCl.Cl. Cell line: SN12C. Synergy scores: CSS=18.5, Synergy_ZIP=0.258, Synergy_Bliss=6.54, Synergy_Loewe=6.07, Synergy_HSA=6.42. (8) Drug 1: C1CCN(CC1)CCOC2=CC=C(C=C2)C(=O)C3=C(SC4=C3C=CC(=C4)O)C5=CC=C(C=C5)O. Drug 2: CC1=C(C=C(C=C1)NC2=NC=CC(=N2)N(C)C3=CC4=NN(C(=C4C=C3)C)C)S(=O)(=O)N.Cl. Cell line: NCI-H226. Synergy scores: CSS=15.4, Synergy_ZIP=2.10, Synergy_Bliss=5.68, Synergy_Loewe=4.30, Synergy_HSA=4.15. (9) Drug 1: COCCOC1=C(C=C2C(=C1)C(=NC=N2)NC3=CC=CC(=C3)C#C)OCCOC.Cl. Drug 2: CC1C(C(CC(O1)OC2CC(CC3=C2C(=C4C(=C3O)C(=O)C5=CC=CC=C5C4=O)O)(C(=O)C)O)N)O. Cell line: RXF 393. Synergy scores: CSS=61.9, Synergy_ZIP=-5.79, Synergy_Bliss=-2.82, Synergy_Loewe=1.07, Synergy_HSA=2.41.